The task is: Predict the reaction yield, written as a fraction of the theoretical maximum amount of product (1.0 means a 100% yield; for example, 0.34 means a 34% yield).. This data is from Reaction yield outcomes from USPTO patents with 853,638 reactions. (1) The reactants are CO.[Li+].[BH4-].C([O:7][C:8]([C:10]1[CH:18]=[C:13]2[CH2:14][CH2:15][CH2:16][CH2:17][N:12]2[N:11]=1)=O)C. The catalyst is C1COCC1. The product is [N:11]1[N:12]2[CH2:17][CH2:16][CH2:15][CH2:14][C:13]2=[CH:18][C:10]=1[CH2:8][OH:7]. The yield is 0.950. (2) The catalyst is O1CCOCC1.C(OCC)C.O.[Pd]. The reactants are [Cl:1][C:2]1[CH:7]=[CH:6][CH:5]=[CH:4][C:3]=1[S:8]([NH:11][C:12]1[C:17](Cl)=[N:16][CH:15]=[CH:14][N:13]=1)(=[O:10])=[O:9].[OH:19][CH2:20][C:21]1[CH:26]=[CH:25][C:24](B(O)O)=[CH:23][CH:22]=1.C(=O)([O-])[O-].[K+].[K+].C1(P(C2C=CC=CC=2)C2C=CC=CC=2)C=CC=CC=1. The product is [Cl:1][C:2]1[CH:7]=[CH:6][CH:5]=[CH:4][C:3]=1[S:8]([NH:11][C:12]1[C:17]([C:24]2[CH:25]=[CH:26][C:21]([CH2:20][OH:19])=[CH:22][CH:23]=2)=[N:16][CH:15]=[CH:14][N:13]=1)(=[O:10])=[O:9]. The yield is 0.910. (3) The reactants are [CH3:1][C:2]([CH3:7])([CH3:6])[C:3](Cl)=[O:4].[NH2:8][C:9]1[CH:14]=[CH:13][N:12]=[CH:11][CH:10]=1.C(N(CC)CC)C. The catalyst is ClCCl. The product is [N:12]1[CH:13]=[CH:14][C:9]([NH:8][C:3](=[O:4])[C:2]([CH3:7])([CH3:6])[CH3:1])=[CH:10][CH:11]=1. The yield is 0.680. (4) The reactants are [F:1][C:2]1[CH:3]=[C:4]2[C:9](=[CH:10][CH:11]=1)[N:8]=[CH:7][CH:6]=[C:5]2[O:12][C:13]1[CH:18]=[CH:17][C:16]([CH:19]([CH3:23])[C:20]([OH:22])=O)=[C:15]([O:24][CH3:25])[CH:14]=1.[NH2:26][C:27]1[C:31]([CH3:32])=[C:30]([CH3:33])[O:29][N:28]=1. No catalyst specified. The product is [CH3:32][C:31]1[C:27]([NH:26][C:20](=[O:22])[CH:19]([C:16]2[CH:17]=[CH:18][C:13]([O:12][C:5]3[C:4]4[C:9](=[CH:10][CH:11]=[C:2]([F:1])[CH:3]=4)[N:8]=[CH:7][CH:6]=3)=[CH:14][C:15]=2[O:24][CH3:25])[CH3:23])=[N:28][O:29][C:30]=1[CH3:33]. The yield is 0.110. (5) The reactants are F[C:2]1[CH:9]=[CH:8][C:7]([F:10])=[CH:6][C:3]=1[C:4]#[N:5].[C:11]1([OH:17])[CH:16]=[CH:15][CH:14]=[CH:13][CH:12]=1.C([O-])([O-])=O.[K+].[K+]. The catalyst is CC#N.CCOC(C)=O. The product is [F:10][C:7]1[CH:8]=[CH:9][C:2]([O:17][C:11]2[CH:16]=[CH:15][CH:14]=[CH:13][CH:12]=2)=[C:3]([CH:6]=1)[C:4]#[N:5]. The yield is 0.810. (6) The reactants are [H-].[Na+].[CH:3]([S:6]([NH:9][CH2:10][C:11]1[CH:16]=[CH:15][C:14]([O:17][CH3:18])=[CH:13][CH:12]=1)(=[O:8])=[O:7])([CH3:5])[CH3:4].F[C:20]1[CH:25]=[C:24]([F:26])[CH:23]=[CH:22][C:21]=1[N+:27]([O-:29])=[O:28]. The catalyst is O1CCCC1. The product is [CH:3]([S:6]([N:9]([CH2:10][C:11]1[CH:12]=[CH:13][C:14]([O:17][CH3:18])=[CH:15][CH:16]=1)[C:20]1[CH:25]=[C:24]([F:26])[CH:23]=[CH:22][C:21]=1[N+:27]([O-:29])=[O:28])(=[O:8])=[O:7])([CH3:5])[CH3:4]. The yield is 0.720. (7) The reactants are [C:1]([C:3]1[C:8]2[S:9][CH:10]=[CH:11][C:7]=2[C:6]([NH:12][C@H:13]([C@@H:17]([OH:19])[CH3:18])[C:14]([OH:16])=O)=[CH:5][CH:4]=1)#[N:2].[F:20][C:21]1[CH:30]=[CH:29][C:24]([C:25]([NH:27][NH2:28])=[O:26])=[CH:23][CH:22]=1.C1C=CC2N(O)N=NC=2C=1.C(Cl)CCl.CCN(CC)CC. The catalyst is C1COCC1.CN(C=O)C. The product is [C:1]([C:3]1[C:8]2[S:9][CH:10]=[CH:11][C:7]=2[C:6]([NH:12][C@H:13]([C@@H:17]([OH:19])[CH3:18])[C:14]([NH:28][NH:27][C:25](=[O:26])[C:24]2[CH:23]=[CH:22][C:21]([F:20])=[CH:30][CH:29]=2)=[O:16])=[CH:5][CH:4]=1)#[N:2]. The yield is 0.710. (8) The product is [CH3:16][CH:15]([CH3:17])[CH2:14][O:13][C:11]([N:10]1[C:4]2[C:5](=[N:6][CH:7]=[C:2]([C:33]3[CH:34]=[CH:35][C:29]4[O:28][CH2:27][CH2:26][N:25]([C:23]([O:22][C:19]([CH3:20])([CH3:18])[CH3:21])=[O:24])[CH2:31][C:30]=4[CH:32]=3)[CH:3]=2)[N:8]=[CH:9]1)=[O:12]. The yield is 0.460. The reactants are Br[C:2]1[CH:3]=[C:4]2[N:10]([C:11]([O:13][CH2:14][CH:15]([CH3:17])[CH3:16])=[O:12])[CH:9]=[N:8][C:5]2=[N:6][CH:7]=1.[CH3:18][C:19]([O:22][C:23]([N:25]1[CH2:31][C:30]2[CH:32]=[C:33](B(O)O)[CH:34]=[CH:35][C:29]=2[O:28][CH2:27][CH2:26]1)=[O:24])([CH3:21])[CH3:20].C(N(C(C)C)CC)(C)C. The catalyst is O1CCOCC1.C(OCC)(=O)C.